This data is from Peptide-MHC class II binding affinity with 134,281 pairs from IEDB. The task is: Regression. Given a peptide amino acid sequence and an MHC pseudo amino acid sequence, predict their binding affinity value. This is MHC class II binding data. (1) The peptide sequence is AFKVAATAANAAPFN. The MHC is DRB1_0802 with pseudo-sequence DRB1_0802. The binding affinity (normalized) is 0.771. (2) The peptide sequence is EPFPKRVWEQIFSTW. The MHC is DRB1_0901 with pseudo-sequence DRB1_0901. The binding affinity (normalized) is 0.397. (3) The peptide sequence is TLTEALRVIAGTLEV. The MHC is HLA-DQA10501-DQB10301 with pseudo-sequence HLA-DQA10501-DQB10301. The binding affinity (normalized) is 0.549. (4) The peptide sequence is GATRERSLWIIFSKN. The MHC is DRB4_0101 with pseudo-sequence DRB4_0103. The binding affinity (normalized) is 0.386. (5) The peptide sequence is EFVTLAAKFIIEEDS. The MHC is HLA-DPA10201-DPB10101 with pseudo-sequence HLA-DPA10201-DPB10101. The binding affinity (normalized) is 0.470. (6) The peptide sequence is VLTRLEAWLTEHGCN. The MHC is HLA-DQA10501-DQB10303 with pseudo-sequence HLA-DQA10501-DQB10303. The binding affinity (normalized) is 0. (7) The peptide sequence is TSVLKSFFWFNEVLN. The MHC is DRB1_0101 with pseudo-sequence DRB1_0101. The binding affinity (normalized) is 0.451. (8) The peptide sequence is KCLVISQVSNSDSYK. The MHC is DRB5_0101 with pseudo-sequence DRB5_0101. The binding affinity (normalized) is 0.